This data is from Catalyst prediction with 721,799 reactions and 888 catalyst types from USPTO. The task is: Predict which catalyst facilitates the given reaction. (1) Reactant: C(O[CH:4](OCC)[CH2:5][S:6][C:7]1[C:16]([O:17][CH3:18])=[CH:15][C:14]2[C:9](=[CH:10][C:11]([O:28][CH3:29])=[C:12]([S:19][CH2:20][CH:21](OCC)OCC)[CH:13]=2)[CH:8]=1)C.ClC1C=CC=CC=1.ClCCl. Product: [CH3:29][O:28][C:11]1[C:12]2[S:19][CH:20]=[CH:21][C:13]=2[C:14]2[CH:15]=[C:16]([O:17][CH3:18])[C:7]3[S:6][CH:5]=[CH:4][C:8]=3[C:9]=2[CH:10]=1. The catalyst class is: 5. (2) Reactant: [Cl:1][C:2]1[CH:3]=[C:4]2[C:8](=[CH:9][CH:10]=1)[NH:7][CH:6]=[C:5]2[CH2:11][CH2:12][NH:13][C:14](=[O:23])[C:15]1[CH:20]=[CH:19][C:18]([CH2:21]Cl)=[CH:17][CH:16]=1.[C:24]([C:26]1[CH:27]=[C:28](B(O)O)[CH:29]=[CH:30][CH:31]=1)#[N:25].C(=O)([O-])[O-].[Na+].[Na+].[I-].[Na+]. Product: [Cl:1][C:2]1[CH:3]=[C:4]2[C:8](=[CH:9][CH:10]=1)[NH:7][CH:6]=[C:5]2[CH2:11][CH2:12][NH:13][C:14](=[O:23])[C:15]1[CH:20]=[CH:19][C:18]([CH2:21][C:30]2[CH:29]=[CH:28][CH:27]=[C:26]([C:24]#[N:25])[CH:31]=2)=[CH:17][CH:16]=1. The catalyst class is: 437. (3) Reactant: [H-].[Na+].[C:3]([CH2:5][C:6]([O:8][CH2:9][CH3:10])=[O:7])#[N:4].[Br:11][C:12]1[CH:17]=[C:16]([C:18]([F:21])([F:20])[F:19])[CH:15]=[C:14](F)[CH:13]=1.Cl. Product: [Br:11][C:12]1[CH:13]=[C:14]([CH:5]([C:3]#[N:4])[C:6]([O:8][CH2:9][CH3:10])=[O:7])[CH:15]=[C:16]([C:18]([F:19])([F:20])[F:21])[CH:17]=1. The catalyst class is: 179. (4) Reactant: O=[C:2]1[CH2:5][CH:4]([C:6]([OH:8])=[O:7])[CH2:3]1.[CH2:9]([NH2:16])[C:10]1[CH:15]=[CH:14][CH:13]=[CH:12][CH:11]=1.C(O)(=O)C.C(O[BH-](OC(=O)C)OC(=O)C)(=O)C.[Na+].[OH-].[Na+].[C:37](O[C:37]([O:39][C:40]([CH3:43])([CH3:42])[CH3:41])=[O:38])([O:39][C:40]([CH3:43])([CH3:42])[CH3:41])=[O:38]. Product: [CH2:9]([N:16]([C:37]([O:39][C:40]([CH3:43])([CH3:42])[CH3:41])=[O:38])[CH:2]1[CH2:5][CH:4]([C:6]([OH:8])=[O:7])[CH2:3]1)[C:10]1[CH:15]=[CH:14][CH:13]=[CH:12][CH:11]=1. The catalyst class is: 26. (5) Reactant: [Si]([O:8][CH2:9][C:10]1[N:15]=[CH:14][C:13]([S:16]([C:19]2[C:30]([O:31][CH3:32])=[CH:29][C:22]3[CH2:23][CH2:24][N:25]([CH3:28])[CH2:26][CH2:27][C:21]=3[CH:20]=2)(=[O:18])=[O:17])=[CH:12][CH:11]=1)(C(C)(C)C)(C)C. Product: [CH3:32][O:31][C:30]1[C:19]([S:16]([C:13]2[CH:12]=[CH:11][C:10]([CH2:9][OH:8])=[N:15][CH:14]=2)(=[O:18])=[O:17])=[CH:20][C:21]2[CH2:27][CH2:26][N:25]([CH3:28])[CH2:24][CH2:23][C:22]=2[CH:29]=1. The catalyst class is: 295. (6) Reactant: [Cl:1][C:2]1[N:10](CC=C)[C:9]2[C:8](=[O:14])[N:7]([CH2:15][CH2:16][CH2:17][C:18]3[CH:19]=[N:20][NH:21][CH:22]=3)[C:6](=[O:23])[N:5]([CH2:24][CH2:25][CH2:26][CH2:27][CH3:28])[C:4]=2[N:3]=1.C(=O)([O-])[O-].[Na+].[Na+].I[CH2:36][CH2:37][C:38]1[CH:43]=[CH:42][CH:41]=[CH:40][CH:39]=1.N1CCOCC1. Product: [Cl:1][C:2]1[NH:10][C:9]2[C:8](=[O:14])[N:7]([CH2:15][CH2:16][CH2:17][C:18]3[CH:19]=[N:20][N:21]([CH2:36][CH2:37][C:38]4[CH:43]=[CH:42][CH:41]=[CH:40][CH:39]=4)[CH:22]=3)[C:6](=[O:23])[N:5]([CH2:24][CH2:25][CH2:26][CH2:27][CH3:28])[C:4]=2[N:3]=1. The catalyst class is: 128. (7) Reactant: [CH2:1]([O:8][C:9]([C:11]1[CH:20]=[CH:19][C:18]2[C:13](=[CH:14][CH:15]=[C:16]([NH2:21])[CH:17]=2)[CH:12]=1)=[O:10])[C:2]1[CH:7]=[CH:6][CH:5]=[CH:4][CH:3]=1.C(N(CC)CC)C.[F:29][C:30]([F:43])([F:42])[S:31](O[S:31]([C:30]([F:43])([F:42])[F:29])(=[O:33])=[O:32])(=[O:33])=[O:32]. Product: [CH2:1]([O:8][C:9]([C:11]1[CH:20]=[CH:19][C:18]2[C:13](=[CH:14][CH:15]=[C:16]([NH:21][S:31]([C:30]([F:43])([F:42])[F:29])(=[O:33])=[O:32])[CH:17]=2)[CH:12]=1)=[O:10])[C:2]1[CH:3]=[CH:4][CH:5]=[CH:6][CH:7]=1. The catalyst class is: 4.